Dataset: Reaction yield outcomes from USPTO patents with 853,638 reactions. Task: Predict the reaction yield, written as a fraction of the theoretical maximum amount of product (1.0 means a 100% yield; for example, 0.34 means a 34% yield). (1) The reactants are [F:1][C:2]1[CH:3]=[C:4]([C:41]2[C:42](=[O:55])[N:43]([CH3:54])[C:44]([NH:47][C:48]3[CH:53]=[CH:52][CH:51]=[CH:50][CH:49]=3)=[N:45][CH:46]=2)[CH:5]=[CH:6][C:7]=1[O:8][C:9]1[CH:14]=[CH:13][N:12]=[C:11]2[N:15](CC3C=CC(OC)=CC=3)[N:16]=[C:17]([C:18]3[CH:23]=[CH:22][C:21]([C:24]([N:26]4[CH2:31][CH2:30][O:29][CH2:28][CH2:27]4)=[O:25])=[CH:20][CH:19]=3)[C:10]=12. The catalyst is C(O)(C(F)(F)F)=O. The product is [F:1][C:2]1[CH:3]=[C:4]([C:41]2[C:42](=[O:55])[N:43]([CH3:54])[C:44]([NH:47][C:48]3[CH:49]=[CH:50][CH:51]=[CH:52][CH:53]=3)=[N:45][CH:46]=2)[CH:5]=[CH:6][C:7]=1[O:8][C:9]1[CH:14]=[CH:13][N:12]=[C:11]2[NH:15][N:16]=[C:17]([C:18]3[CH:19]=[CH:20][C:21]([C:24]([N:26]4[CH2:27][CH2:28][O:29][CH2:30][CH2:31]4)=[O:25])=[CH:22][CH:23]=3)[C:10]=12. The yield is 0.590. (2) The reactants are [CH:1]1([OH:5])[CH2:4][CH2:3][CH2:2]1.CN(C)C1C=CC=CC=1.ClC(Cl)(O[C:19](=[O:25])[O:20]C(Cl)(Cl)Cl)Cl.O[N:28]1[C:32](=[O:33])[CH2:31][CH2:30][C:29]1=[O:34]. The catalyst is C1COCC1.C(Cl)Cl.O. The product is [C:19](=[O:25])([O:20][N:28]1[C:32](=[O:33])[CH2:31][CH2:30][C:29]1=[O:34])[O:5][CH:1]1[CH2:4][CH2:3][CH2:2]1. The yield is 0.160. (3) The reactants are [CH:1]1([N:4]2[CH:8]=[N:7][N:6]=[C:5]2[C:9]2[CH:14]=[CH:13][N:12]=[CH:11][CH:10]=2)[CH2:3][CH2:2]1.[CH2:15]=[O:16]. No catalyst specified. The product is [CH:1]1([N:4]2[C:5]([C:9]3[CH:10]=[CH:11][N:12]=[CH:13][CH:14]=3)=[N:6][N:7]=[C:8]2[CH2:15][OH:16])[CH2:3][CH2:2]1. The yield is 0.850. (4) The reactants are [CH3:1][C:2]([Si:5]([CH3:17])([CH3:16])[O:6][CH2:7][CH2:8][N:9]1[C:13]([CH2:14][OH:15])=[CH:12][N:11]=[N:10]1)([CH3:4])[CH3:3].Cl[C:19]1[C:28]2[C:23](=[CH:24][CH:25]=[CH:26][CH:27]=2)[C:22]2=[N:29][N:30]=[C:31]([C:32]3[CH:36]=[C:35]([CH3:37])[O:34][N:33]=3)[N:21]2[N:20]=1. No catalyst specified. The product is [CH3:4][C:2]([Si:5]([CH3:17])([CH3:16])[O:6][CH2:7][CH2:8][N:9]1[C:13]([CH2:14][O:15][C:19]2[C:28]3[C:23](=[CH:24][CH:25]=[CH:26][CH:27]=3)[C:22]3=[N:29][N:30]=[C:31]([C:32]4[CH:36]=[C:35]([CH3:37])[O:34][N:33]=4)[N:21]3[N:20]=2)=[CH:12][N:11]=[N:10]1)([CH3:1])[CH3:3]. The yield is 0.800. (5) The reactants are [CH:1]1([CH:7]([N:11]2[C:15]3[CH:16]=[CH:17][C:18]([F:20])=[CH:19][C:14]=3[N:13]=[C:12]2[C@H:21]([O:28][CH3:29])[C:22]2[CH:27]=[CH:26][CH:25]=[CH:24][CH:23]=2)[C:8](O)=[O:9])[CH2:6][CH2:5][CH2:4][CH2:3][CH2:2]1.C(N(CC)CC)C.CN(C(ON1N=NC2C=CC=NC1=2)=[N+](C)C)C.F[P-](F)(F)(F)(F)F.Cl.[NH2:62][C@H:63]1[CH2:68][CH2:67][C@H:66]([OH:69])[CH2:65][CH2:64]1. The catalyst is CN(C=O)C. The product is [CH:1]1([CH:7]([N:11]2[C:15]3[CH:16]=[CH:17][C:18]([F:20])=[CH:19][C:14]=3[N:13]=[C:12]2[C@H:21]([O:28][CH3:29])[C:22]2[CH:23]=[CH:24][CH:25]=[CH:26][CH:27]=2)[C:8]([NH:62][CH:63]2[CH2:68][CH2:67][CH:66]([OH:69])[CH2:65][CH2:64]2)=[O:9])[CH2:2][CH2:3][CH2:4][CH2:5][CH2:6]1. The yield is 0.400. (6) The product is [Si:27]([O:34][CH2:35][CH2:36][N:7]1[CH2:6][C@@H:5]2[CH2:1][N:2]([C:9]3[N:14]=[N:13][C:12]([C:15]4[CH:20]=[CH:19][C:18]([C:21]5[CH:22]=[N:23][NH:24][CH:25]=5)=[CH:17][C:16]=4[OH:26])=[CH:11][CH:10]=3)[CH2:3][C@@H:4]2[CH2:8]1)([C:30]([CH3:33])([CH3:32])[CH3:31])([CH3:29])[CH3:28]. The reactants are [CH2:1]1[C@@H:5]2[CH2:6][NH:7][CH2:8][C@@H:4]2[CH2:3][N:2]1[C:9]1[N:14]=[N:13][C:12]([C:15]2[CH:20]=[CH:19][C:18]([C:21]3[CH:22]=[N:23][NH:24][CH:25]=3)=[CH:17][C:16]=2[OH:26])=[CH:11][CH:10]=1.[Si:27]([O:34][CH2:35][CH:36]=O)([C:30]([CH3:33])([CH3:32])[CH3:31])([CH3:29])[CH3:28].[Na].C(O)(=O)C. The catalyst is C(Cl)Cl. The yield is 0.510. (7) The reactants are [Cl:1][C:2]1[CH:11]=[C:10]([CH:12]=O)[CH:9]=[C:8]([OH:14])[C:3]=1[C:4]([O:6]C)=[O:5].[C:15]1([C:21](=O)[CH2:22][C:23]2[CH:28]=[CH:27][CH:26]=[CH:25][CH:24]=2)[CH:20]=[CH:19][CH:18]=[CH:17][CH:16]=1.[NH2:30][C:31]([NH2:33])=[O:32].Cl. The catalyst is C(O)C. The product is [Cl:1][C:2]1[CH:11]=[C:10]([CH:12]2[C:22]([C:23]3[CH:28]=[CH:27][CH:26]=[CH:25][CH:24]=3)=[C:21]([C:15]3[CH:20]=[CH:19][CH:18]=[CH:17][CH:16]=3)[NH:33][C:31](=[O:32])[NH:30]2)[CH:9]=[C:8]([OH:14])[C:3]=1[C:4]([OH:6])=[O:5]. The yield is 0.260. (8) The reactants are [CH3:1][C:2]1[CH:3]=[C:4]([CH2:13][C@@H:14]([CH2:19][C:20]([O:22][CH3:23])=[O:21])[C:15]([O:17][CH3:18])=[O:16])[C:5]([CH2:11]O)=[C:6]2[C:10]=1[NH:9][N:8]=[CH:7]2.S(Cl)([Cl:26])=O. The catalyst is ClCCl. The product is [CH3:1][C:2]1[CH:3]=[C:4]([CH2:13][C@@H:14]([CH2:19][C:20]([O:22][CH3:23])=[O:21])[C:15]([O:17][CH3:18])=[O:16])[C:5]([CH2:11][Cl:26])=[C:6]2[C:10]=1[NH:9][N:8]=[CH:7]2. The yield is 0.990.